Dataset: Full USPTO retrosynthesis dataset with 1.9M reactions from patents (1976-2016). Task: Predict the reactants needed to synthesize the given product. (1) Given the product [CH3:1][C:2]1[N:3]=[C:4]([NH:7][C:8]([C:10]2[CH:15]=[C:14]([C:27]3[CH:32]=[N:31][CH:30]=[C:29]([CH3:33])[CH:28]=3)[CH:13]=[C:12]([CH3:25])[N:11]=2)=[O:9])[S:5][CH:6]=1, predict the reactants needed to synthesize it. The reactants are: [CH3:1][C:2]1[N:3]=[C:4]([NH:7][C:8]([C:10]2[CH:15]=[C:14](B3OC(C)(C)C(C)(C)O3)[CH:13]=[C:12]([CH3:25])[N:11]=2)=[O:9])[S:5][CH:6]=1.Br[C:27]1[CH:28]=[C:29]([CH3:33])[CH:30]=[N:31][CH:32]=1. (2) Given the product [C:1]([O:5][C:6]([N:8]1[CH2:13][CH2:12][N:11]([C:14]2[N:19]=[CH:18][C:17]([C:20]3[CH:25]=[CH:24][C:23]([C:32]#[N:34])=[CH:22][CH:21]=3)=[CH:16][N:15]=2)[CH2:10][CH2:9]1)=[O:7])([CH3:4])([CH3:3])[CH3:2], predict the reactants needed to synthesize it. The reactants are: [C:1]([O:5][C:6]([N:8]1[CH2:13][CH2:12][N:11]([C:14]2[N:19]=[CH:18][C:17]([C:20]3[CH:25]=[CH:24][C:23](F)=[CH:22][CH:21]=3)=[CH:16][N:15]=2)[CH2:10][CH2:9]1)=[O:7])([CH3:4])([CH3:3])[CH3:2].C(O[C:32]([N:34]1CCN(C2N=CC(Br)=CN=2)CC1)=O)(C)(C)C.C(C1C=CC(B(O)O)=CC=1)#N. (3) Given the product [CH3:1][O:2][C:3]1[CH:8]=[CH:7][C:6]([C:9]2[N:10]([CH2:21][CH2:22][CH2:23][CH2:24][CH2:25][B:26]([OH:28])[OH:27])[C:11]3[CH:17]=[CH:16][CH:15]=[CH:14][C:12]=3[N:13]=2)=[CH:5][CH:4]=1, predict the reactants needed to synthesize it. The reactants are: [CH3:1][O:2][C:3]1[CH:8]=[CH:7][C:6]([C:9]2[NH:13][C:12]3[CH:14]=[CH:15][CH:16]=[CH:17][C:11]=3[N:10]=2)=[CH:5][CH:4]=1.[H-].[Na+].Br[CH2:21][CH2:22][CH2:23][CH2:24][CH2:25][B:26]([OH:28])[OH:27]. (4) Given the product [Cl:1][C:2]1[CH:3]=[N:4][N:5]([C@H:7]([CH3:12])[C:8]([OH:10])=[O:9])[CH:6]=1, predict the reactants needed to synthesize it. The reactants are: [Cl:1][C:2]1[CH:3]=[N:4][N:5]([C@H:7]([CH3:12])[C:8]([O:10]C)=[O:9])[CH:6]=1.Cl. (5) Given the product [CH2:1]([O:8][C:9]([NH:10][C@@H:11]1[CH2:14][C@H:13]([C:15]([OH:21])=[O:16])[C:12]1([CH3:17])[CH3:18])=[O:19])[C:2]1[CH:3]=[CH:4][CH:5]=[CH:6][CH:7]=1, predict the reactants needed to synthesize it. The reactants are: [CH2:1]([O:8][C:9](=[O:19])[NH:10][C@@H:11]1[CH2:14][C@H:13]([CH2:15][OH:16])[C:12]1([CH3:18])[CH3:17])[C:2]1[CH:7]=[CH:6][CH:5]=[CH:4][CH:3]=1.I([O-])(=O)(=O)=[O:21].[Na+].C(#N)C. (6) Given the product [C:1]([N:12]([CH2:11][CH2:10][N:9]([CH3:8])[CH3:23])[C:13]1[CH:22]=[CH:21][C:16]([C:17]([O:19][CH3:20])=[O:18])=[CH:15][CH:14]=1)(=[O:3])[CH3:2], predict the reactants needed to synthesize it. The reactants are: [C:1](OC(=O)C)(=[O:3])[CH3:2].[CH3:8][N:9]([CH3:23])[CH2:10][CH2:11][NH:12][C:13]1[CH:22]=[CH:21][C:16]([C:17]([O:19][CH3:20])=[O:18])=[CH:15][CH:14]=1.C(N(CC)CC)C. (7) Given the product [Cl:19][C:16]1[N:15]=[CH:14][C:13]([C:9]2([C:11]#[N:12])[CH2:8][CH2:7][C:6](=[O:20])[CH2:5][CH2:10]2)=[CH:18][CH:17]=1, predict the reactants needed to synthesize it. The reactants are: COC([C:5]1[CH2:10][C:9]([C:13]2[CH:14]=[N:15][C:16]([Cl:19])=[CH:17][CH:18]=2)([C:11]#[N:12])[CH2:8][CH2:7][C:6]=1[OH:20])=O.[Cl-].[Na+].O. (8) Given the product [C:14]([N:11]1[CH2:12][CH2:13][CH:9]([C:7]2[S:8][C:4]([C:1]([NH2:2])=[O:3])=[C:5]([C:21]3[CH:22]=[CH:23][C:24]([O:27][C:28]4[CH:33]=[CH:32][CH:31]=[CH:30][CH:29]=4)=[CH:25][CH:26]=3)[N:6]=2)[CH2:10]1)(=[O:16])[CH:35]=[CH2:36], predict the reactants needed to synthesize it. The reactants are: [C:1]([C:4]1[S:8][C:7]([CH:9]2[CH2:13][CH2:12][N:11]([C:14]([O:16]C(C)(C)C)=O)[CH2:10]2)=[N:6][C:5]=1[C:21]1[CH:26]=[CH:25][C:24]([O:27][C:28]2[CH:33]=[CH:32][CH:31]=[CH:30][CH:29]=2)=[CH:23][CH:22]=1)(=[O:3])[NH2:2].F[C:35]1C=CC=C[C:36]=1OC1C=CC(C2N=C(N3CCNCC3)C=CC=2C(N)=O)=CC=1.O. (9) Given the product [C:14]([CH2:13][C:12]1[C:4]([Cl:3])=[C:5]([CH:9]=[CH:10][CH:11]=1)[C:6]([OH:8])=[O:7])([OH:16])=[O:1], predict the reactants needed to synthesize it. The reactants are: [OH-:1].[K+].[Cl:3][C:4]1[C:12]([CH2:13][C:14]#N)=[CH:11][CH:10]=[CH:9][C:5]=1[C:6]([OH:8])=[O:7].[OH2:16]. (10) Given the product [Br:1][C:2]1[CH:7]=[CH:6][C:5]([N:8]2[C:16]([C:17]([NH:19][CH3:20])=[O:18])=[C:15]3[C:10]([CH:11]=[C:12]([N:24]([CH2:30][CH2:31][N:32]4[C:33](=[O:42])[C:34]5[C:35](=[CH:38][CH:39]=[CH:40][CH:41]=5)[C:36]4=[O:37])[S:25]([CH3:28])(=[O:27])=[O:26])[C:13]([CH:21]4[CH2:23][CH2:22]4)=[CH:14]3)=[N:9]2)=[CH:4][CH:3]=1, predict the reactants needed to synthesize it. The reactants are: [Br:1][C:2]1[CH:7]=[CH:6][C:5]([N:8]2[C:16]([C:17]([NH:19][CH3:20])=[O:18])=[C:15]3[C:10]([CH:11]=[C:12]([NH:24][S:25]([CH3:28])(=[O:27])=[O:26])[C:13]([CH:21]4[CH2:23][CH2:22]4)=[CH:14]3)=[N:9]2)=[CH:4][CH:3]=1.Br[CH2:30][CH2:31][N:32]1[C:36](=[O:37])[C:35]2=[CH:38][CH:39]=[CH:40][CH:41]=[C:34]2[C:33]1=[O:42].